This data is from Reaction yield outcomes from USPTO patents with 853,638 reactions. The task is: Predict the reaction yield, written as a fraction of the theoretical maximum amount of product (1.0 means a 100% yield; for example, 0.34 means a 34% yield). (1) The reactants are Br[C:2]1[CH:7]=[CH:6][C:5]([C:8]2[N:9]=[C:10]([C:27]3[CH:32]=[CH:31][C:30]([F:33])=[CH:29][CH:28]=3)[O:11][C:12]=2[C@@H:13]2[CH2:18][CH2:17][CH2:16][CH2:15][C@H:14]2[C:19]([NH:21][C:22]2([C:25]#[N:26])[CH2:24][CH2:23]2)=[O:20])=[CH:4][CH:3]=1.[NH:34]1[CH2:39][CH2:38][S:37](=[O:41])(=[O:40])[CH2:36][CH2:35]1.[O-]P([O-])([O-])=O.[K+].[K+].[K+].O. The catalyst is [Pd+2].C1COCC1. The product is [C:25]([C:22]1([NH:21][C:19]([C@@H:14]2[CH2:15][CH2:16][CH2:17][CH2:18][C@H:13]2[C:12]2[O:11][C:10]([C:27]3[CH:28]=[CH:29][C:30]([F:33])=[CH:31][CH:32]=3)=[N:9][C:8]=2[C:5]2[CH:4]=[CH:3][C:2]([N:34]3[CH2:39][CH2:38][S:37](=[O:41])(=[O:40])[CH2:36][CH2:35]3)=[CH:7][CH:6]=2)=[O:20])[CH2:24][CH2:23]1)#[N:26]. The yield is 0.930. (2) The yield is 0.720. The product is [NH2:3][C:4]1[S:5][C:6]2[CH:17]=[CH:16][CH:15]=[CH:14][C:7]=2[C:8]=1[C:9]([OH:11])=[O:10]. The reactants are [OH-].[Na+].[NH2:3][C:4]1[S:5][C:6]2[CH:17]=[CH:16][CH:15]=[CH:14][C:7]=2[C:8]=1[C:9]([O:11]CC)=[O:10].Cl. The catalyst is O1CCOCC1.